From a dataset of Reaction yield outcomes from USPTO patents with 853,638 reactions. Predict the reaction yield, written as a fraction of the theoretical maximum amount of product (1.0 means a 100% yield; for example, 0.34 means a 34% yield). The reactants are C([O:3][C:4](=[O:14])[CH2:5]P(OCC)(OCC)=O)C.[H-].[Na+].[C:17]([C:21]1[CH:26]=[CH:25][C:24]([CH2:27][C:28](C2C=CC=CC=2)=O)=[CH:23][CH:22]=1)([CH3:20])([CH3:19])[CH3:18]. The catalyst is CN(C=O)C. The product is [C:17]([C:21]1[CH:22]=[CH:23][C:24]([C:27]([CH3:28])=[CH:5][C:4]([OH:3])=[O:14])=[CH:25][CH:26]=1)([CH3:20])([CH3:19])[CH3:18]. The yield is 0.681.